From a dataset of Peptide-MHC class II binding affinity with 134,281 pairs from IEDB. Regression. Given a peptide amino acid sequence and an MHC pseudo amino acid sequence, predict their binding affinity value. This is MHC class II binding data. (1) The peptide sequence is INEPTAAAIASGLDR. The MHC is HLA-DQA10501-DQB10301 with pseudo-sequence HLA-DQA10501-DQB10301. The binding affinity (normalized) is 0.628. (2) The peptide sequence is IPTAFSIGKTYKPEE. The MHC is DRB1_0901 with pseudo-sequence DRB1_0901. The binding affinity (normalized) is 0.545. (3) The peptide sequence is ERGYVKLEGRVIDLG. The MHC is DRB1_1101 with pseudo-sequence DRB1_1101. The binding affinity (normalized) is 0.680. (4) The peptide sequence is MKRPSREKQDKKIFTE. The MHC is DRB1_0404 with pseudo-sequence DRB1_0404. The binding affinity (normalized) is 0.150. (5) The peptide sequence is MGDDGVLACAIATHA. The MHC is HLA-DPA10103-DPB10401 with pseudo-sequence HLA-DPA10103-DPB10401. The binding affinity (normalized) is 0.279. (6) The peptide sequence is RFKVAATAANAAPAN. The MHC is DRB1_0701 with pseudo-sequence DRB1_0701. The binding affinity (normalized) is 0.501.